Dataset: Forward reaction prediction with 1.9M reactions from USPTO patents (1976-2016). Task: Predict the product of the given reaction. (1) Given the reactants C(S[C:4]1[O:5][C:6]2[C:11]([C:12](=[O:14])[CH:13]=1)=[CH:10][CH:9]=[C:8]1[CH:15]=[CH:16][CH:17]=[CH:18][C:7]=21)C.[NH:19]1[CH2:24][CH2:23][NH:22][CH2:21][CH2:20]1, predict the reaction product. The product is: [N:19]1([C:4]2[O:5][C:6]3[C:11]([C:12](=[O:14])[CH:13]=2)=[CH:10][CH:9]=[C:8]2[CH:15]=[CH:16][CH:17]=[CH:18][C:7]=32)[CH2:24][CH2:23][NH:22][CH2:21][CH2:20]1. (2) Given the reactants O[C:2]1[N:7]=[CH:6][N:5]=[C:4]2[NH:8][N:9]=[CH:10][C:3]=12.P(Cl)(Cl)(Cl)=O.[N:16]1([C:22]([O:24][CH2:25][CH3:26])=[O:23])[CH2:21][CH2:20][NH:19][CH2:18][CH2:17]1.C(N(C(C)C)CC)(C)C, predict the reaction product. The product is: [CH2:25]([O:24][C:22]([N:16]1[CH2:17][CH2:18][N:19]([C:2]2[N:7]=[CH:6][N:5]=[C:4]3[NH:8][N:9]=[CH:10][C:3]=23)[CH2:20][CH2:21]1)=[O:23])[CH3:26]. (3) The product is: [NH2:13][C:11](=[O:12])[C@H:10]([NH:9][C:6]1[CH:5]=[C:4]([NH:17][C:18]2[S:22][N:21]=[C:20]([CH3:23])[CH:19]=2)[C:3]([C:1]([NH2:2])=[O:30])=[N:8][CH:7]=1)[CH:14]([CH3:16])[CH3:15]. Given the reactants [C:1]([C:3]1[N:8]=[CH:7][C:6]([NH:9][C@H:10]([CH:14]([CH3:16])[CH3:15])[C:11]([NH2:13])=[O:12])=[CH:5][C:4]=1[NH:17][C:18]1[S:22][N:21]=[C:20]([CH3:23])[CH:19]=1)#[N:2].[OH-].[Na+].OO.CC(O)=[O:30], predict the reaction product. (4) Given the reactants [C:1]([O:4][CH2:5][O:6][C:7](=[O:36])[C:8]1[CH:13]=[CH:12][CH:11]=[C:10]([CH2:14][CH:15]([NH:29][C:30](=[O:33])[CH2:31][CH3:32])[B:16]2OC3C(C)(C4CC(C3)C4(C)C)[O:17]2)[C:9]=1[O:34]C)(=[O:3])[CH3:2].[Cl-].[Al+3].[Cl-].[Cl-], predict the reaction product. The product is: [C:1]([O:4][CH2:5][O:6][C:7]([C:8]1[C:9]2[O:34][B:16]([OH:17])[C@@H:15]([NH:29][C:30](=[O:33])[CH2:31][CH3:32])[CH2:14][C:10]=2[CH:11]=[CH:12][CH:13]=1)=[O:36])(=[O:3])[CH3:2]. (5) Given the reactants Cl[C:2]1[CH:7]=[CH:6][N:5]=[CH:4][C:3]=1[N+:8]([O-:10])=[O:9].[CH3:11][O:12][C:13]1[CH:19]=[CH:18][C:16]([NH2:17])=[CH:15][CH:14]=1.C([O-])(=O)C.[Na+], predict the reaction product. The product is: [CH3:11][O:12][C:13]1[CH:19]=[CH:18][C:16]([NH:17][C:2]2[CH:7]=[CH:6][N:5]=[CH:4][C:3]=2[N+:8]([O-:10])=[O:9])=[CH:15][CH:14]=1. (6) Given the reactants [S:1]1[CH2:5][CH:4]([C:6]([OH:8])=[O:7])[NH:3][C@H:2]1[C:9]1[S:13][CH:12]=[N:11][CH:10]=1.CCN(C(C)C)C(C)C.Cl[C:24]([O:26][CH2:27][C:28]1[CH:33]=[CH:32][CH:31]=[CH:30][CH:29]=1)=[O:25], predict the reaction product. The product is: [CH2:27]([O:26][C:24]([N:3]1[CH:4]([C:6]([OH:8])=[O:7])[CH2:5][S:1][C@@H:2]1[C:9]1[S:13][CH:12]=[N:11][CH:10]=1)=[O:25])[C:28]1[CH:33]=[CH:32][CH:31]=[CH:30][CH:29]=1.